Dataset: Forward reaction prediction with 1.9M reactions from USPTO patents (1976-2016). Task: Predict the product of the given reaction. (1) Given the reactants C([O:3][C:4](=[O:20])[CH:5]([C:13]1[CH:14]=[N:15][C:16]([CH3:19])=[N:17][CH:18]=1)[CH2:6][CH2:7][CH2:8][CH2:9][CH2:10][CH2:11][CH3:12])C.[OH-].[Na+].Cl, predict the reaction product. The product is: [CH3:19][C:16]1[N:17]=[CH:18][C:13]([CH:5]([CH2:6][CH2:7][CH2:8][CH2:9][CH2:10][CH2:11][CH3:12])[C:4]([OH:20])=[O:3])=[CH:14][N:15]=1. (2) Given the reactants CO[C:3]([C:5]1[N:6]=[C:7]([C:23]#[N:24])[C:8]2[C:13]([C:14]=1[OH:15])=[CH:12][CH:11]=[C:10]([O:16][C:17]1[CH:22]=[CH:21][CH:20]=[CH:19][CH:18]=1)[CH:9]=2)=[O:4].Cl.[NH2:26][CH2:27][C:28]([CH3:34])([CH3:33])[CH2:29][C:30]([OH:32])=[O:31], predict the reaction product. The product is: [C:23]([C:7]1[C:8]2[C:13](=[CH:12][CH:11]=[C:10]([O:16][C:17]3[CH:18]=[CH:19][CH:20]=[CH:21][CH:22]=3)[CH:9]=2)[C:14]([OH:15])=[C:5]([C:3]([NH:26][CH2:27][C:28]([CH3:34])([CH3:33])[CH2:29][C:30]([OH:32])=[O:31])=[O:4])[N:6]=1)#[N:24]. (3) Given the reactants [CH2:1]([NH:8][C:9]([N:11]1[CH:16]2[C@H:17]([CH3:41])[N:18]([CH2:30][C:31]3[CH:32]=[CH:33][CH:34]=[C:35]4[C:40]=3[N:39]=[CH:38][CH:37]=[CH:36]4)[C:19](=[O:29])[C@H:20]([CH2:21][C:22]3[CH:27]=[CH:26][C:25]([OH:28])=[CH:24][CH:23]=3)[N:15]2[C:14](=[O:42])[CH2:13][N:12]1[CH3:43])=[O:10])[C:2]1[CH:7]=[CH:6][CH:5]=[CH:4][CH:3]=1.C(N(CC)CC)C.[N:51]([CH:54]([CH:62]([CH3:64])[CH3:63])[C:55]([O:57][C:58]([CH3:61])([CH3:60])[CH3:59])=[O:56])=[C:52]=[O:53], predict the reaction product. The product is: [CH2:1]([NH:8][C:9]([N:11]1[CH:16]2[C@H:17]([CH3:41])[N:18]([CH2:30][C:31]3[CH:32]=[CH:33][CH:34]=[C:35]4[C:40]=3[N:39]=[CH:38][CH:37]=[CH:36]4)[C:19](=[O:29])[C@H:20]([CH2:21][C:22]3[CH:23]=[CH:24][C:25]([O:28][C:52]([NH:51][CH:54]([CH:62]([CH3:64])[CH3:63])[C:55]([O:57][C:58]([CH3:60])([CH3:59])[CH3:61])=[O:56])=[O:53])=[CH:26][CH:27]=3)[N:15]2[C:14](=[O:42])[CH2:13][N:12]1[CH3:43])=[O:10])[C:2]1[CH:3]=[CH:4][CH:5]=[CH:6][CH:7]=1. (4) Given the reactants Cl[C:2]1[N:10]=[C:9](Cl)[CH:8]=[CH:7][C:3]=1[C:4]([NH2:6])=[O:5].[O:12]([C:19]1[CH:24]=[CH:23][C:22]([OH:25])=[CH:21][CH:20]=1)[C:13]1[CH:18]=[CH:17][CH:16]=[CH:15][CH:14]=1.[NH2:26][C@H:27]1[CH2:31][CH2:30][N:29]([C:32]([O:34]C(C)(C)C)=O)[CH2:28]1.[C:39](O)(=O)[CH:40]=C, predict the reaction product. The product is: [C:32]([N:29]1[CH2:30][CH2:31][C@H:27]([NH:26][C:9]2[CH:8]=[CH:7][C:3]([C:4]([NH2:6])=[O:5])=[C:2]([O:25][C:22]3[CH:21]=[CH:20][C:19]([O:12][C:13]4[CH:18]=[CH:17][CH:16]=[CH:15][CH:14]=4)=[CH:24][CH:23]=3)[N:10]=2)[CH2:28]1)(=[O:34])[CH:39]=[CH2:40]. (5) Given the reactants [Br:1][C:2]1[C:3]([CH3:9])=[C:4]([CH:6]=[CH:7][CH:8]=1)[NH2:5].[S:10]1[CH:14]=[CH:13][N:12]=[C:11]1[CH2:15][C:16](O)=[O:17].CCN(C(C)C)C(C)C.CN(C(ON1N=NC2C=CC=NC1=2)=[N+](C)C)C.F[P-](F)(F)(F)(F)F, predict the reaction product. The product is: [Br:1][C:2]1[C:3]([CH3:9])=[C:4]([NH:5][C:16](=[O:17])[CH2:15][C:11]2[S:10][CH:14]=[CH:13][N:12]=2)[CH:6]=[CH:7][CH:8]=1.